This data is from NCI-60 drug combinations with 297,098 pairs across 59 cell lines. The task is: Regression. Given two drug SMILES strings and cell line genomic features, predict the synergy score measuring deviation from expected non-interaction effect. (1) Drug 1: C1=CC(=CC=C1CC(C(=O)O)N)N(CCCl)CCCl.Cl. Drug 2: C1=NC2=C(N=C(N=C2N1C3C(C(C(O3)CO)O)F)Cl)N. Cell line: MDA-MB-435. Synergy scores: CSS=-6.90, Synergy_ZIP=-8.45, Synergy_Bliss=-6.34, Synergy_Loewe=-36.5, Synergy_HSA=-11.1. (2) Drug 1: COC1=CC(=CC(=C1O)OC)C2C3C(COC3=O)C(C4=CC5=C(C=C24)OCO5)OC6C(C(C7C(O6)COC(O7)C8=CC=CS8)O)O. Drug 2: C1CN(P(=O)(OC1)NCCCl)CCCl. Cell line: CAKI-1. Synergy scores: CSS=31.6, Synergy_ZIP=-3.57, Synergy_Bliss=-6.33, Synergy_Loewe=-68.1, Synergy_HSA=-6.56. (3) Drug 1: CN(C)N=NC1=C(NC=N1)C(=O)N. Drug 2: CCN(CC)CCCC(C)NC1=C2C=C(C=CC2=NC3=C1C=CC(=C3)Cl)OC. Cell line: 786-0. Synergy scores: CSS=39.8, Synergy_ZIP=2.34, Synergy_Bliss=-0.0347, Synergy_Loewe=-51.3, Synergy_HSA=0.463. (4) Drug 1: C1=C(C(=O)NC(=O)N1)F. Drug 2: C1CN1P(=S)(N2CC2)N3CC3. Cell line: COLO 205. Synergy scores: CSS=60.2, Synergy_ZIP=-10.4, Synergy_Bliss=-16.5, Synergy_Loewe=-15.2, Synergy_HSA=-10.4.